Dataset: Catalyst prediction with 721,799 reactions and 888 catalyst types from USPTO. Task: Predict which catalyst facilitates the given reaction. (1) Reactant: [O:1]=[C:2]1[CH:7]([N:8]2[CH2:16][C:15]3[C:10](=[CH:11][CH:12]=[C:13]([CH2:17][NH:18][C:19]([NH:21][C:22]4[CH:27]=[CH:26][C:25]([N+:28]([O-])=O)=[CH:24][CH:23]=4)=[O:20])[CH:14]=3)[C:9]2=[O:31])[CH2:6][CH2:5][C:4](=[O:32])[NH:3]1.S(S([O-])=O)([O-])=O.[Na+].[Na+]. Product: [NH2:28][C:25]1[CH:26]=[CH:27][C:22]([NH:21][C:19]([NH:18][CH2:17][C:13]2[CH:14]=[C:15]3[C:10](=[CH:11][CH:12]=2)[C:9](=[O:31])[N:8]([CH:7]2[CH2:6][CH2:5][C:4](=[O:32])[NH:3][C:2]2=[O:1])[CH2:16]3)=[O:20])=[CH:23][CH:24]=1. The catalyst class is: 88. (2) Reactant: [CH2:1]([O:3][C:4]([C:6]1([C:12]2[CH:17]=[CH:16][C:15]([OH:18])=[CH:14][CH:13]=2)[CH:11]=[CH:10][CH:9]=[CH:8][CH2:7]1)=[O:5])[CH3:2].C(=O)([O-])[O-].[K+].[K+].Br[CH:26](O)[CH2:27][CH2:28][Cl:29]. Product: [CH2:1]([O:3][C:4]([C:6]1([C:12]2[CH:13]=[CH:14][C:15]([O:18][CH2:26][CH2:27][CH2:28][Cl:29])=[CH:16][CH:17]=2)[CH:7]=[CH:8][CH:9]=[CH:10][CH2:11]1)=[O:5])[CH3:2]. The catalyst class is: 9. (3) Reactant: [CH3:1][N:2]1[C:7](=[O:8])[CH:6]=[C:5]([CH3:9])[N:4]([C:10]2[CH:15]=[CH:14][CH:13]=[C:12]([C:16]([F:19])([F:18])[F:17])[CH:11]=2)[C:3]1=[O:20].[I:21]N1C(=O)CCC1=O.S([O-])([O-])(=O)=S.[Na+].[Na+]. Product: [I:21][C:6]1[C:7](=[O:8])[N:2]([CH3:1])[C:3](=[O:20])[N:4]([C:10]2[CH:15]=[CH:14][CH:13]=[C:12]([C:16]([F:19])([F:18])[F:17])[CH:11]=2)[C:5]=1[CH3:9]. The catalyst class is: 86.